Dataset: Catalyst prediction with 721,799 reactions and 888 catalyst types from USPTO. Task: Predict which catalyst facilitates the given reaction. (1) Reactant: [Br:1][C:2]1[C:3]([O:21][CH3:22])=[CH:4][C:5]2[NH:11][C:10](=O)[CH2:9][N:8]=[C:7]([C:13]3[CH:18]=[CH:17][CH:16]=[CH:15][C:14]=3[Cl:19])[C:6]=2[CH:20]=1.COC1C=CC(P2(SP(C3C=CC(OC)=CC=3)(=S)S2)=[S:32])=CC=1. Product: [Br:1][C:2]1[C:3]([O:21][CH3:22])=[CH:4][C:5]2[NH:11][C:10](=[S:32])[CH2:9][N:8]=[C:7]([C:13]3[CH:18]=[CH:17][CH:16]=[CH:15][C:14]=3[Cl:19])[C:6]=2[CH:20]=1. The catalyst class is: 57. (2) Reactant: [Br:1][C:2]1[C:3]([C:29]2[C:38]3[C:33](=[CH:34][CH:35]=[CH:36][CH:37]=3)[CH:32]=[CH:31][CH:30]=2)=[N:4][O:5][C:6]=1[C@@H:7]1[C@:12]([C:14]2[CH:19]=[CH:18][C:17]([F:20])=[C:16]([F:21])[CH:15]=2)([OH:13])[CH2:11][CH2:10][N:9](C(OC(C)(C)C)=O)[CH2:8]1.Cl.O1CCOCC1. Product: [Br:1][C:2]1[C:3]([C:29]2[C:38]3[C:33](=[CH:34][CH:35]=[CH:36][CH:37]=3)[CH:32]=[CH:31][CH:30]=2)=[N:4][O:5][C:6]=1[C@@H:7]1[C@:12]([C:14]2[CH:19]=[CH:18][C:17]([F:20])=[C:16]([F:21])[CH:15]=2)([OH:13])[CH2:11][CH2:10][NH:9][CH2:8]1. The catalyst class is: 4. (3) Reactant: [CH2:1]([O:8][C:9]([N:11]1[CH2:16][CH2:15][CH2:14][CH:13]([C:17]2[O:18][C:19]3[C:25]([C:26](OC)=[O:27])=[CH:24][CH:23]=[CH:22][C:20]=3[N:21]=2)[CH2:12]1)=[O:10])[C:2]1[CH:7]=[CH:6][CH:5]=[CH:4][CH:3]=1.[NH3:30]. Product: [C:26]([C:25]1[C:19]2[O:18][C:17]([CH:13]3[CH2:14][CH2:15][CH2:16][N:11]([C:9]([O:8][CH2:1][C:2]4[CH:3]=[CH:4][CH:5]=[CH:6][CH:7]=4)=[O:10])[CH2:12]3)=[N:21][C:20]=2[CH:22]=[CH:23][CH:24]=1)(=[O:27])[NH2:30]. The catalyst class is: 5. (4) Reactant: [Cl:1][C:2]1[C:3]([F:31])=[C:4]([C@@H:8]2[C@:12]([C:15]3[CH:20]=[CH:19][C:18]([Cl:21])=[CH:17][C:16]=3[F:22])([C:13]#[N:14])[C@H:11]([CH2:23][C:24]([CH3:27])([CH3:26])[CH3:25])[NH:10][C@H:9]2[C:28]([OH:30])=O)[CH:5]=[CH:6][CH:7]=1.C(N(CC)C(C)C)(C)C.Cl.[NH2:42][C:43]1[CH:48]=[CH:47][C:46]([N:49]2[CH2:53][CH2:52][CH2:51][CH:50]2[C:54]([O:56][CH3:57])=[O:55])=[CH:45][CH:44]=1.CN(C(ON1N=NC2C=CC=NC1=2)=[N+](C)C)C.F[P-](F)(F)(F)(F)F. Product: [Cl:1][C:2]1[C:3]([F:31])=[C:4]([C@@H:8]2[C@:12]([C:15]3[CH:20]=[CH:19][C:18]([Cl:21])=[CH:17][C:16]=3[F:22])([C:13]#[N:14])[C@H:11]([CH2:23][C:24]([CH3:26])([CH3:25])[CH3:27])[NH:10][C@H:9]2[C:28]([NH:42][C:43]2[CH:48]=[CH:47][C:46]([N:49]3[CH2:53][CH2:52][CH2:51][CH:50]3[C:54]([O:56][CH3:57])=[O:55])=[CH:45][CH:44]=2)=[O:30])[CH:5]=[CH:6][CH:7]=1. The catalyst class is: 4. (5) Reactant: Cl.O.[OH:3][C:4]12[C:15]3[C:10](=[CH:11][CH:12]=[CH:13][C:14]=3[N+:16]([O-])=O)[C:9](=[O:19])[C:8]1([NH:20][C:21]([C:23]1[CH:24]=[N:25][C:26]3[N:27]([N:30]=[CH:31][CH:32]=3)[C:28]=1[CH3:29])=[O:22])[C:7]1[CH:33]=[CH:34][C:35]([CH:37]([CH3:39])[CH3:38])=[CH:36][C:6]=1[O:5]2. Product: [NH2:16][C:14]1[CH:13]=[CH:12][CH:11]=[C:10]2[C:15]=1[C:4](=[O:3])[C:8]1([NH:20][C:21]([C:23]3[CH:24]=[N:25][C:26]4[N:27]([N:30]=[CH:31][CH:32]=4)[C:28]=3[CH3:29])=[O:22])[C:7]3[CH:33]=[CH:34][C:35]([CH:37]([CH3:38])[CH3:39])=[CH:36][C:6]=3[O:5][C:9]12[OH:19]. The catalyst class is: 186. (6) Reactant: [CH3:1][C:2]1[O:6][C:5]([C:7]2[CH:12]=[CH:11][CH:10]=[CH:9][CH:8]=2)=[N:4][C:3]=1[CH2:13][CH2:14][O:15]S(C1C=CC(C)=CC=1)(=O)=O.[C:26]([O:30][C:31](=[O:43])[CH:32]=[CH:33][C:34]1[CH:39]=[CH:38][C:37](O)=[CH:36][C:35]=1[CH:41]=[O:42])([CH3:29])([CH3:28])[CH3:27].C(=O)([O-])[O-].[Cs+].[Cs+]. Product: [C:26]([O:30][C:31](=[O:43])[CH:32]=[CH:33][C:34]1[CH:39]=[CH:38][C:37]([O:15][CH2:14][CH2:13][C:3]2[N:4]=[C:5]([C:7]3[CH:8]=[CH:9][CH:10]=[CH:11][CH:12]=3)[O:6][C:2]=2[CH3:1])=[CH:36][C:35]=1[CH:41]=[O:42])([CH3:29])([CH3:27])[CH3:28]. The catalyst class is: 3. (7) Reactant: [CH:1]1[CH:6]=[N:5][CH:4]=[C:3]([CH2:7][C:8]([P:14]([OH:17])([OH:16])=[O:15])([P:10]([OH:13])([OH:12])=[O:11])[OH:9])[CH:2]=1.[OH-].[Na+:19].C(#N)C. Product: [CH:1]1[CH:6]=[N:5][CH:4]=[C:3]([CH2:7][C:8]([P:10]([O-:12])([OH:13])=[O:11])([P:14]([OH:17])([OH:16])=[O:15])[OH:9])[CH:2]=1.[Na+:19]. The catalyst class is: 6.